From a dataset of Forward reaction prediction with 1.9M reactions from USPTO patents (1976-2016). Predict the product of the given reaction. Given the reactants C[O:2][C:3](=[O:34])[CH2:4][N:5]1[C:13]2[C:8](=[CH:9][C:10]([F:14])=[CH:11][CH:12]=2)[C:7]([CH2:15][C:16]2[C:21]([S:22]([C:25]3[CH:30]=[CH:29][CH:28]=[CH:27][CH:26]=3)(=[O:24])=[O:23])=[CH:20][N:19]=[C:18]([S:31][CH3:32])[N:17]=2)=[C:6]1[CH3:33].[OH-].[Li+], predict the reaction product. The product is: [C:25]1([S:22]([C:21]2[C:16]([CH2:15][C:7]3[C:8]4[C:13](=[CH:12][CH:11]=[C:10]([F:14])[CH:9]=4)[N:5]([CH2:4][C:3]([OH:34])=[O:2])[C:6]=3[CH3:33])=[N:17][C:18]([S:31][CH3:32])=[N:19][CH:20]=2)(=[O:23])=[O:24])[CH:30]=[CH:29][CH:28]=[CH:27][CH:26]=1.